The task is: Predict which catalyst facilitates the given reaction.. This data is from Catalyst prediction with 721,799 reactions and 888 catalyst types from USPTO. (1) Reactant: [O:1]1[CH2:3][C@@H:2]1[CH2:4][N:5]1[C:13](=[O:14])[C:12]2[C:7](=[CH:8][CH:9]=[CH:10][CH:11]=2)[C:6]1=[O:15].[N:16]([C:19]1[CH:24]=[CH:23][C:22]([N:25]2[CH2:30][CH2:29][O:28][CH2:27][C:26]2=[O:31])=[CH:21][CH:20]=1)=[C:17]=[O:18].[Br-].[Li+]. The catalyst class is: 9. Product: [O:18]=[C:17]1[N:16]([C:19]2[CH:24]=[CH:23][C:22]([N:25]3[CH2:30][CH2:29][O:28][CH2:27][C:26]3=[O:31])=[CH:21][CH:20]=2)[CH2:3][C@H:2]([CH2:4][N:5]2[C:13](=[O:14])[C:12]3[C:7](=[CH:8][CH:9]=[CH:10][CH:11]=3)[C:6]2=[O:15])[O:1]1. (2) Reactant: [C:1]([NH:4][NH:5][C:6]([C:8]1([CH3:22])[CH2:12][O:11][C:10]([CH3:14])([CH3:13])[N:9]1[C:15]([O:17][C:18]([CH3:21])([CH3:20])[CH3:19])=[O:16])=O)(=O)[CH3:2].COC1C=CC(P2(=S)SP(=S)(C3C=CC(OC)=CC=3)[S:32]2)=CC=1. Product: [CH3:13][C:10]1([CH3:14])[N:9]([C:15]([O:17][C:18]([CH3:21])([CH3:20])[CH3:19])=[O:16])[C:8]([CH3:22])([C:6]2[S:32][C:1]([CH3:2])=[N:4][N:5]=2)[CH2:12][O:11]1. The catalyst class is: 11. (3) Reactant: [CH2:1]([C:12]1[NH:13][C:14]2[C:19]([CH:20]=1)=[CH:18][CH:17]=[CH:16][CH:15]=2)[CH2:2][CH2:3][CH2:4][CH2:5][CH2:6][CH2:7][CH2:8][CH2:9][CH2:10][CH3:11].[OH-].[K+].[CH3:23][C:24]1([CH3:32])[CH2:29][C:28](=[O:30])[O:27][C:26](=[O:31])[CH2:25]1.[Cl-].[NH4+]. Product: [CH3:23][C:24]([CH3:32])([CH2:29][C:28](=[O:30])[N:13]1[C:14]2[C:19](=[CH:18][CH:17]=[CH:16][CH:15]=2)[CH:20]=[C:12]1[CH2:1][CH2:2][CH2:3][CH2:4][CH2:5][CH2:6][CH2:7][CH2:8][CH2:9][CH2:10][CH3:11])[CH2:25][C:26]([OH:31])=[O:27]. The catalyst class is: 148.